This data is from Full USPTO retrosynthesis dataset with 1.9M reactions from patents (1976-2016). The task is: Predict the reactants needed to synthesize the given product. (1) Given the product [NH2:8][C:4]1[N:3]=[C:2]([NH:1][C:12](=[O:13])[C:11]2[C:10]([F:9])=[CH:18][CH:17]=[CH:16][C:15]=2[F:19])[CH:7]=[CH:6][CH:5]=1, predict the reactants needed to synthesize it. The reactants are: [NH2:1][C:2]1[CH:7]=[CH:6][CH:5]=[C:4]([NH2:8])[N:3]=1.[F:9][C:10]1[CH:18]=[CH:17][CH:16]=[C:15]([F:19])[C:11]=1[C:12](Cl)=[O:13]. (2) Given the product [I:1][C:2]1[N:6]2[N:7]=[C:8]([C:11]3[CH:12]=[CH:13][C:14]([C:15]([N:55]4[CH2:56][CH2:57][N:52]([CH3:51])[CH2:53][CH2:54]4)=[O:17])=[CH:18][CH:19]=3)[CH:9]=[CH:10][C:5]2=[N:4][CH:3]=1, predict the reactants needed to synthesize it. The reactants are: [I:1][C:2]1[N:6]2[N:7]=[C:8]([C:11]3[CH:19]=[CH:18][C:14]([C:15]([OH:17])=O)=[CH:13][CH:12]=3)[CH:9]=[CH:10][C:5]2=[N:4][CH:3]=1.CN1CCOCC1.CN(C(ON1N=NC2C=CC=NC1=2)=[N+](C)C)C.F[P-](F)(F)(F)(F)F.[CH3:51][N:52]1[CH2:57][CH2:56][NH:55][CH2:54][CH2:53]1. (3) Given the product [CH2:12]([N:17]1[CH2:22][CH2:21][CH:20]([C:12]([C:3]2[CH:4]=[CH:5][C:6]([C:8]([F:11])([F:10])[F:9])=[CH:7][C:2]=2[F:1])=[N:15][OH:16])[CH2:19][CH2:18]1)[C:3]1[CH:4]=[CH:5][CH:6]=[CH:7][CH:2]=1, predict the reactants needed to synthesize it. The reactants are: [F:1][C:2]1[CH:7]=[C:6]([C:8]([F:11])([F:10])[F:9])[CH:5]=[CH:4][C:3]=1[CH:12]=O.Cl.[NH2:15][OH:16].[N:17]1[CH:22]=[CH:21][CH:20]=[CH:19][CH:18]=1.